This data is from Forward reaction prediction with 1.9M reactions from USPTO patents (1976-2016). The task is: Predict the product of the given reaction. (1) Given the reactants [N-:1]=[N+:2]=[N-:3].CN(C)C(N(C)C)=[NH2+].[CH2:12]([O:19][C:20]1[C:25]([Br:26])=[CH:24][C:23]([C@H:27]([CH3:44])[C@@H:28](Br)[C:29]([N:31]2[C@H:35]([C:36]3[CH:41]=[CH:40][CH:39]=[CH:38][CH:37]=3)[CH2:34][O:33][C:32]2=[O:42])=[O:30])=[C:22]([F:45])[CH:21]=1)[C:13]1[CH:18]=[CH:17][CH:16]=[CH:15][CH:14]=1, predict the reaction product. The product is: [N:1]([C@@H:28]([C@H:27]([C:23]1[CH:24]=[C:25]([Br:26])[C:20]([O:19][CH2:12][C:13]2[CH:14]=[CH:15][CH:16]=[CH:17][CH:18]=2)=[CH:21][C:22]=1[F:45])[CH3:44])[C:29]([N:31]1[C@H:35]([C:36]2[CH:37]=[CH:38][CH:39]=[CH:40][CH:41]=2)[CH2:34][O:33][C:32]1=[O:42])=[O:30])=[N+:2]=[N-:3]. (2) Given the reactants [CH2:1]([N:8]1[C:12]2[C:13](=[O:23])[N:14]([CH3:22])[CH:15]([C:18]([O:20][CH3:21])=[O:19])[C:16](=N)[C:11]=2[CH:10]=[CH:9]1)[C:2]1[CH:7]=[CH:6][CH:5]=[CH:4][CH:3]=1.O.C(O)(=[O:27])C.OS(O)(=O)=O, predict the reaction product. The product is: [CH2:1]([N:8]1[C:12]2[C:13](=[O:23])[N:14]([CH3:22])[C:15]([C:18]([O:20][CH3:21])=[O:19])=[C:16]([OH:27])[C:11]=2[CH:10]=[CH:9]1)[C:2]1[CH:7]=[CH:6][CH:5]=[CH:4][CH:3]=1. (3) Given the reactants [N:1]1[CH:6]=[CH:5][CH:4]=[CH:3][C:2]=1[CH2:7][N:8]1[C:16]2[C:11](=[CH:12][C:13]([OH:17])=[CH:14][CH:15]=2)[C:10]([CH3:19])([CH3:18])[CH2:9]1.[CH:20]1([N:26]=[C:27]=[O:28])[CH2:25][CH2:24][CH2:23][CH2:22][CH2:21]1, predict the reaction product. The product is: [CH:20]1([NH:26][C:27](=[O:28])[O:17][C:13]2[CH:12]=[C:11]3[C:16](=[CH:15][CH:14]=2)[N:8]([CH2:7][C:2]2[CH:3]=[CH:4][CH:5]=[CH:6][N:1]=2)[CH2:9][C:10]3([CH3:19])[CH3:18])[CH2:25][CH2:24][CH2:23][CH2:22][CH2:21]1. (4) Given the reactants C(N(CC)CC)C.C1C=CC2N(O)N=NC=2C=1.Cl.[CH3:19][NH:20][O:21][CH3:22].C(Cl)CCl.[CH2:27]([O:34][C:35]([NH:37][C:38]1[CH:39]=[C:40]([CH2:44][C:45]([OH:47])=O)[CH:41]=[CH:42][CH:43]=1)=[O:36])[C:28]1[CH:33]=[CH:32][CH:31]=[CH:30][CH:29]=1, predict the reaction product. The product is: [CH3:22][O:21][N:20]([CH3:19])[C:45](=[O:47])[CH2:44][C:40]1[CH:39]=[C:38]([NH:37][C:35](=[O:36])[O:34][CH2:27][C:28]2[CH:29]=[CH:30][CH:31]=[CH:32][CH:33]=2)[CH:43]=[CH:42][CH:41]=1. (5) Given the reactants [C:1]([NH:9][CH:10]([C:18](=O)[CH3:19])[C:11]([O:13][C:14]([CH3:17])([CH3:16])[CH3:15])=[O:12])(=O)[C:2]1[CH:7]=[CH:6][CH:5]=[CH:4][CH:3]=1.COC1C=CC(P2(=S)SP(=S)(C3C=CC(OC)=CC=3)[S:30]2)=CC=1, predict the reaction product. The product is: [CH3:19][C:18]1[S:30][C:1]([C:2]2[CH:7]=[CH:6][CH:5]=[CH:4][CH:3]=2)=[N:9][C:10]=1[C:11]([O:13][C:14]([CH3:17])([CH3:16])[CH3:15])=[O:12]. (6) Given the reactants [S:1]1[CH2:5][C:4](=[O:6])[NH:3][C:2]1=[O:7].[CH:8]([C:10]1[CH:28]=[CH:27][C:13]([O:14][C:15]2[CH:22]=[CH:21][C:18]([C:19]#[N:20])=[CH:17][C:16]=2[C:23]([F:26])([F:25])[F:24])=[C:12]([O:29][CH3:30])[CH:11]=1)=O.C(O)(=O)C1C=CC=CC=1.N1CCCCC1, predict the reaction product. The product is: [O:7]=[C:2]1[NH:3][C:4](=[O:6])[C:5](=[CH:8][C:10]2[CH:28]=[CH:27][C:13]([O:14][C:15]3[CH:22]=[CH:21][C:18]([C:19]#[N:20])=[CH:17][C:16]=3[C:23]([F:24])([F:25])[F:26])=[C:12]([O:29][CH3:30])[CH:11]=2)[S:1]1. (7) Given the reactants Br[C:2]1[CH:3]=[C:4]([C@H:8]([N:23]([CH3:34])[C:24](=[O:33])[O:25][CH2:26][C:27]2[CH:32]=[CH:31][CH:30]=[CH:29][CH:28]=2)[CH2:9][N:10]2[CH2:14][CH2:13][C@H:12]([O:15][Si:16]([C:19]([CH3:22])([CH3:21])[CH3:20])([CH3:18])[CH3:17])[CH2:11]2)[CH:5]=[CH:6][CH:7]=1.O.[CH3:36][N:37](C)C=O, predict the reaction product. The product is: [CH2:26]([O:25][C:24](=[O:33])[N:23]([C@@H:8]([C:4]1[CH:5]=[CH:6][CH:7]=[C:2]([C:36]#[N:37])[CH:3]=1)[CH2:9][N:10]1[CH2:14][CH2:13][C@H:12]([O:15][Si:16]([C:19]([CH3:22])([CH3:21])[CH3:20])([CH3:18])[CH3:17])[CH2:11]1)[CH3:34])[C:27]1[CH:32]=[CH:31][CH:30]=[CH:29][CH:28]=1.